This data is from Forward reaction prediction with 1.9M reactions from USPTO patents (1976-2016). The task is: Predict the product of the given reaction. (1) Given the reactants [C:1]([O:5][C:6]([N:8]1[CH2:12][CH2:11][C@@H:10]([NH:13][C:14]2[CH:15]=[C:16]3[C:25](=[CH:26][C:27]=2Br)[O:24][CH2:23][C:22]2[N:17]3[C@H:18]([CH3:30])[C:19](=[O:29])[NH:20][N:21]=2)[CH2:9]1)=[O:7])([CH3:4])([CH3:3])[CH3:2].C([O-])([O-])=O.[K+].[K+].[CH2:37]([O:39]/[CH:40]=[CH:41]/B1OC(C)(C)C(C)(C)O1)[CH3:38], predict the reaction product. The product is: [C:1]([O:5][C:6]([N:8]1[CH2:12][CH2:11][C@@H:10]([NH:13][C:14]2[CH:15]=[C:16]3[C:25](=[CH:26][C:27]=2/[CH:38]=[CH:37]/[O:39][CH2:40][CH3:41])[O:24][CH2:23][C:22]2[N:17]3[C@H:18]([CH3:30])[C:19](=[O:29])[NH:20][N:21]=2)[CH2:9]1)=[O:7])([CH3:4])([CH3:3])[CH3:2]. (2) Given the reactants [Cl:1][C:2]1[CH:3]=[N:4][CH:5]=[C:6]([Cl:27])[C:7]=1[NH:8][C:9]1[NH:10][C:11]2[C:17]3[CH2:18][C:19]([CH3:22])([CH3:21])[O:20][C:16]=3[C:15]([C:23]([O:25]C)=O)=[CH:14][C:12]=2[N:13]=1.[F:28][C:29]1[CH:35]=[C:34]([F:36])[C:33]([F:37])=[CH:32][C:30]=1[NH2:31].C[Al](C)C, predict the reaction product. The product is: [Cl:1][C:2]1[CH:3]=[N:4][CH:5]=[C:6]([Cl:27])[C:7]=1[NH:8][C:9]1[NH:10][C:11]2[C:17]3[CH2:18][C:19]([CH3:21])([CH3:22])[O:20][C:16]=3[C:15]([C:23]([NH:31][C:30]3[CH:32]=[C:33]([F:37])[C:34]([F:36])=[CH:35][C:29]=3[F:28])=[O:25])=[CH:14][C:12]=2[N:13]=1. (3) Given the reactants [NH2:1][C:2]1[S:3][CH:4]=[CH:5][N:6]=1.C[Si]([N-][Si](C)(C)C)(C)C.[Li+].[CH3:17][N:18]1[C:22]([C:23]2[CH:28]=[C:27]([C:29]([F:32])([F:31])[F:30])[CH:26]=[CH:25][C:24]=2[C:33]2[CH:42]=[CH:41][CH:40]=[C:39]3[C:34]=2[CH:35]=[CH:36][C:37]([S:43](Cl)(=[O:45])=[O:44])=[CH:38]3)=[CH:21][CH:20]=[N:19]1.[NH4+].[Cl-], predict the reaction product. The product is: [CH3:17][N:18]1[C:22]([C:23]2[CH:28]=[C:27]([C:29]([F:30])([F:31])[F:32])[CH:26]=[CH:25][C:24]=2[C:33]2[CH:42]=[CH:41][CH:40]=[C:39]3[C:34]=2[CH:35]=[CH:36][C:37]([S:43]([NH:1][C:2]2[S:3][CH:4]=[CH:5][N:6]=2)(=[O:45])=[O:44])=[CH:38]3)=[CH:21][CH:20]=[N:19]1. (4) Given the reactants [Br:1][C:2]1[CH:3]=[C:4]2[C:9](=[CH:10][CH:11]=1)[N:8]=[C:7]([C:12]([OH:14])=[O:13])[CH:6]=[CH:5]2.[CH3:15]O, predict the reaction product. The product is: [Br:1][C:2]1[CH:3]=[C:4]2[C:9](=[CH:10][CH:11]=1)[N:8]=[C:7]([C:12]([O:14][CH3:15])=[O:13])[CH:6]=[CH:5]2. (5) Given the reactants [NH2:1][C:2]1[CH:7]=[CH:6][CH:5]=[CH:4][C:3]=1[NH:8][C:9]([NH:11][C:12]1[CH:17]=[CH:16][CH:15]=[CH:14][CH:13]=1)=[O:10].C(N(CC)CC)C.[CH2:25]([C:27]1[CH:32]=[CH:31][C:30]([S:33](Cl)(=[O:35])=[O:34])=[CH:29][CH:28]=1)[CH3:26], predict the reaction product. The product is: [CH2:25]([C:27]1[CH:28]=[CH:29][C:30]([S:33]([NH:1][C:2]2[CH:7]=[CH:6][CH:5]=[CH:4][C:3]=2[NH:8][C:9]([NH:11][C:12]2[CH:17]=[CH:16][CH:15]=[CH:14][CH:13]=2)=[O:10])(=[O:35])=[O:34])=[CH:31][CH:32]=1)[CH3:26]. (6) Given the reactants C[O:2][C:3](=[O:33])[CH2:4][CH2:5][C:6]1[CH:11]=[CH:10][C:9]([O:12][CH2:13][CH2:14][C@@H:15]([O:17][C:18]2[C:23]([O:24][C:25]3[CH:30]=[CH:29][CH:28]=[CH:27][CH:26]=3)=[CH:22][C:21]([Cl:31])=[CH:20][N:19]=2)[CH3:16])=[CH:8][C:7]=1[CH3:32], predict the reaction product. The product is: [Cl:31][C:21]1[CH:22]=[C:23]([O:24][C:25]2[CH:26]=[CH:27][CH:28]=[CH:29][CH:30]=2)[C:18]([O:17][C@@H:15]([CH3:16])[CH2:14][CH2:13][O:12][C:9]2[CH:10]=[CH:11][C:6]([CH2:5][CH2:4][C:3]([OH:33])=[O:2])=[C:7]([CH3:32])[CH:8]=2)=[N:19][CH:20]=1. (7) Given the reactants [CH2:1]([O:5][C:6]1[N:14]=[C:13]2[C:9]([N:10]=[C:11]([O:23]C)[N:12]2[CH2:15][CH2:16][CH:17]2[CH2:22][CH2:21][NH:20][CH2:19][CH2:18]2)=[C:8]([NH2:25])[N:7]=1)[CH2:2][CH2:3][CH3:4].Br[CH2:27][CH2:28][CH:29]([CH3:31])[CH3:30], predict the reaction product. The product is: [NH2:25][C:8]1[N:7]=[C:6]([O:5][CH2:1][CH2:2][CH2:3][CH3:4])[N:14]=[C:13]2[C:9]=1[NH:10][C:11](=[O:23])[N:12]2[CH2:15][CH2:16][CH:17]1[CH2:18][CH2:19][N:20]([CH2:27][CH2:28][CH:29]([CH3:31])[CH3:30])[CH2:21][CH2:22]1. (8) Given the reactants C([NH:5][S:6]([C:9]1[C:10]([C:15]2[CH:20]=[CH:19][CH:18]=[C:17]([NH:21][CH2:22][C:23]3[CH:28]=[N:27][C:26]([CH3:29])=[C:25]4[O:30]C(C)(C)[O:32][CH2:33][C:24]=34)[CH:16]=2)=[CH:11][CH:12]=[CH:13][CH:14]=1)(=[O:8])=[O:7])(C)(C)C.Cl, predict the reaction product. The product is: [OH:30][C:25]1[C:24]([CH2:33][OH:32])=[C:23]([CH2:22][NH:21][C:17]2[CH:16]=[C:15]([C:10]3[C:9]([S:6]([NH2:5])(=[O:8])=[O:7])=[CH:14][CH:13]=[CH:12][CH:11]=3)[CH:20]=[CH:19][CH:18]=2)[CH:28]=[N:27][C:26]=1[CH3:29]. (9) The product is: [F:23][C:24]1[C:29]([C:2]2[CH:3]=[C:4]3[C@@:15]4([CH2:19][S:18][C:17]([NH2:20])=[N:16]4)[C:14]4[CH:13]=[C:12]([N:33]5[CH2:38][CH2:37][O:36][CH2:35][CH2:34]5)[N:11]=[CH:10][C:9]=4[O:8][C:5]3=[CH:6][CH:7]=2)=[CH:28][CH:27]=[CH:26][N:25]=1. Given the reactants Br[C:2]1[CH:3]=[C:4]2[C@@:15]3([CH2:19][S:18][C:17]([NH2:20])=[N:16]3)[C:14]3[CH:13]=[C:12](Cl)[N:11]=[C:10](F)[C:9]=3[O:8][C:5]2=[CH:6][CH:7]=1.[F:23][C:24]1[C:29](B(O)O)=[CH:28][CH:27]=[CH:26][N:25]=1.[NH:33]1[CH2:38][CH2:37][O:36][CH2:35][CH2:34]1, predict the reaction product.